This data is from Forward reaction prediction with 1.9M reactions from USPTO patents (1976-2016). The task is: Predict the product of the given reaction. Given the reactants [CH2:1]([O:3][C:4]([C:6]1[C:10]([N+:11]([O-:13])=[O:12])=[CH:9][NH:8][N:7]=1)=[O:5])[CH3:2].Br[CH2:15][CH:16]1[CH2:18][CH2:17]1, predict the reaction product. The product is: [CH2:1]([O:3][C:4]([C:6]1[N:7]([CH2:15][CH:16]2[CH2:18][CH2:17]2)[N:8]=[CH:9][C:10]=1[N+:11]([O-:13])=[O:12])=[O:5])[CH3:2].